From a dataset of Forward reaction prediction with 1.9M reactions from USPTO patents (1976-2016). Predict the product of the given reaction. (1) Given the reactants [NH2:1][C:2]1[C:10]([C:11]#[N:12])=[CH:9][C:5](C(O)=O)=[C:4]([OH:13])[CH:3]=1.N1C2C(=CC=CC=2)C=CC=1, predict the reaction product. The product is: [NH2:1][C:2]1[CH:3]=[C:4]([OH:13])[CH:5]=[CH:9][C:10]=1[C:11]#[N:12]. (2) Given the reactants [Si]([O:8][CH2:9][CH2:10][O:11][C:12]1[CH:35]=[CH:34][C:15]([CH2:16][CH2:17][C:18]2[CH:19]=[N:20][C:21]3[C:26]([CH:27]=2)=[C:25]2[CH:28]=[CH:29][C:30]([CH3:32])=[CH:31][C:24]2=[N:23][C:22]=3[NH2:33])=[CH:14][CH:13]=1)(C(C)(C)C)(C)C.[F-].C([N+](CCCC)(CCCC)CCCC)CCC, predict the reaction product. The product is: [NH2:33][C:22]1[C:21]2[N:20]=[CH:19][C:18]([CH2:17][CH2:16][C:15]3[CH:34]=[CH:35][C:12]([O:11][CH2:10][CH2:9][OH:8])=[CH:13][CH:14]=3)=[CH:27][C:26]=2[C:25]2[CH:28]=[CH:29][C:30]([CH3:32])=[CH:31][C:24]=2[N:23]=1.